This data is from Forward reaction prediction with 1.9M reactions from USPTO patents (1976-2016). The task is: Predict the product of the given reaction. (1) Given the reactants [NH2:1][C:2]1[C:7]([NH2:8])=[C:6]([C:9]2[CH:14]=[CH:13][C:12]([CH2:15][NH:16][C:17](=[O:23])[O:18][C:19]([CH3:22])([CH3:21])[CH3:20])=[C:11]([F:24])[CH:10]=2)[CH:5]=[CH:4][N:3]=1.[N+:25]([C:28]1[CH:29]=[C:30]([CH:33]=[CH:34][CH:35]=1)[CH:31]=O)([O-:27])=[O:26], predict the reaction product. The product is: [F:24][C:11]1[CH:10]=[C:9]([C:6]2[CH:5]=[CH:4][N:3]=[C:2]3[NH:1][C:31]([C:30]4[CH:33]=[CH:34][CH:35]=[C:28]([N+:25]([O-:27])=[O:26])[CH:29]=4)=[N:8][C:7]=23)[CH:14]=[CH:13][C:12]=1[CH2:15][NH:16][C:17](=[O:23])[O:18][C:19]([CH3:20])([CH3:21])[CH3:22]. (2) Given the reactants COC1C=CC=CC=1S[C:10]1[S:14][C:13]([C:15]([NH2:17])=[NH:16])=[CH:12][C:11]=1[C:18]1[S:19][CH:20]=[C:21]([C:23]2[CH:28]=[CH:27][CH:26]=[CH:25][CH:24]=2)[N:22]=1.[CH3:29][O:30]C1C=CC=CC=1SC1SC(C(OC)=O)=CC=1C1SC=C(C2C=CC=CC=2)N=1, predict the reaction product. The product is: [CH3:29][O:30][C:10]1[S:14][C:13]([C:15]([NH2:17])=[NH:16])=[CH:12][C:11]=1[C:18]1[S:19][CH:20]=[C:21]([C:23]2[CH:24]=[CH:25][CH:26]=[CH:27][CH:28]=2)[N:22]=1.